This data is from Reaction yield outcomes from USPTO patents with 853,638 reactions. The task is: Predict the reaction yield, written as a fraction of the theoretical maximum amount of product (1.0 means a 100% yield; for example, 0.34 means a 34% yield). The catalyst is C(OCC)(=O)C. The reactants are [CH3:1][C:2]1[CH:7]=[CH:6][C:5]([S:8]([O:11][CH2:12][C@@H:13]2[O:18][C:17]3[C:19]([CH:24]=[CH:25][CH3:26])=[C:20]([NH2:23])[CH:21]=[CH:22][C:16]=3[O:15][CH2:14]2)(=[O:10])=[O:9])=[CH:4][CH:3]=1.Cl[C:28]([O:30][CH2:31][C:32]1[CH:37]=[CH:36][CH:35]=[CH:34][CH:33]=1)=[O:29].C(N(CC)C(C)C)(C)C. The yield is 0.790. The product is [CH3:1][C:2]1[CH:7]=[CH:6][C:5]([S:8]([O:11][CH2:12][CH:13]2[O:18][C:17]3[C:19]([CH:24]=[CH:25][CH3:26])=[C:20]([NH:23][C:28]([O:30][CH2:31][C:32]4[CH:37]=[CH:36][CH:35]=[CH:34][CH:33]=4)=[O:29])[CH:21]=[CH:22][C:16]=3[O:15][CH2:14]2)(=[O:10])=[O:9])=[CH:4][CH:3]=1.